From a dataset of Peptide-MHC class I binding affinity with 185,985 pairs from IEDB/IMGT. Regression. Given a peptide amino acid sequence and an MHC pseudo amino acid sequence, predict their binding affinity value. This is MHC class I binding data. (1) The peptide sequence is HSNIEEVAL. The MHC is HLA-A03:01 with pseudo-sequence HLA-A03:01. The binding affinity (normalized) is 0. (2) The peptide sequence is YLAKLTALV. The MHC is HLA-A02:01 with pseudo-sequence HLA-A02:01. The binding affinity (normalized) is 0.870.